Dataset: Full USPTO retrosynthesis dataset with 1.9M reactions from patents (1976-2016). Task: Predict the reactants needed to synthesize the given product. Given the product [CH3:18][O:17][C:15]([C:14]1[C@H:9]([C:3]2[CH:4]=[CH:5][C:6]([F:8])=[CH:7][C:2]=2[Cl:1])[N:10]=[C:11]([C:21]2[S:22][CH:23]=[CH:24][N:25]=2)[NH:12][C:13]=1[CH2:19][N:37]1[CH:33]2[CH2:34][O:35][CH2:36][CH:26]1[C:27]1[C:31]([CH2:32]2)=[N:30][O:29][CH:28]=1)=[O:16], predict the reactants needed to synthesize it. The reactants are: [Cl:1][C:2]1[CH:7]=[C:6]([F:8])[CH:5]=[CH:4][C:3]=1[C@H:9]1[C:14]([C:15]([O:17][CH3:18])=[O:16])=[C:13]([CH2:19]Br)[NH:12][C:11]([C:21]2[S:22][CH:23]=[CH:24][N:25]=2)=[N:10]1.[CH:26]12[NH:37][CH:33]([CH2:34][O:35][CH2:36]1)[CH2:32][C:31]1[C:27]2=[CH:28][O:29][N:30]=1.